This data is from Catalyst prediction with 721,799 reactions and 888 catalyst types from USPTO. The task is: Predict which catalyst facilitates the given reaction. (1) Reactant: CC1(C)[O:6][C@@H:5]([CH2:7][O:8][NH:9][C:10]([C:12]2[O:20][C:19]3[CH:18]=[CH:17][N:16]=[CH:15][C:14]=3[C:13]=2[NH:21][C:22]2[CH:27]=[CH:26][C:25]([I:28])=[CH:24][C:23]=2[F:29])=[O:11])[CH2:4][O:3]1. The catalyst class is: 5. Product: [OH:6][C@H:5]([CH2:4][OH:3])[CH2:7][O:8][NH:9][C:10]([C:12]1[O:20][C:19]2[CH:18]=[CH:17][N:16]=[CH:15][C:14]=2[C:13]=1[NH:21][C:22]1[CH:27]=[CH:26][C:25]([I:28])=[CH:24][C:23]=1[F:29])=[O:11]. (2) Reactant: C[O:2][C:3]1[C:4]2[N:5]([CH:29]=[CH:30][N:31]=2)[C:6]([C:17]2[CH:18]=[N:19][C:20]([N:23]3[CH2:27][CH2:26][CH2:25][C:24]3=[O:28])=[CH:21][CH:22]=2)=[C:7]([C:9]2[CH:16]=[CH:15][C:12]([C:13]#[N:14])=[CH:11][CH:10]=2)[N:8]=1.[I-].[Na+].Cl[Si](C)(C)C. Product: [OH:2][C:3]1[C:4]2[N:5]([CH:29]=[CH:30][N:31]=2)[C:6]([C:17]2[CH:18]=[N:19][C:20]([N:23]3[CH2:27][CH2:26][CH2:25][C:24]3=[O:28])=[CH:21][CH:22]=2)=[C:7]([C:9]2[CH:16]=[CH:15][C:12]([C:13]#[N:14])=[CH:11][CH:10]=2)[N:8]=1. The catalyst class is: 10. (3) Reactant: [F:1][C:2]1[CH:30]=[CH:29][C:5]([CH2:6][N:7]2[C:15]3[C:10](=[CH:11][CH:12]=[CH:13][CH:14]=3)[C:9]([C:16]([O:18]C)=O)=[C:8]2[C:20](=[O:28])[N:21]([CH2:23][C:24]([O:26][CH3:27])=[O:25])[CH3:22])=[CH:4][CH:3]=1.[H-].[Na+]. The catalyst class is: 9. Product: [F:1][C:2]1[CH:3]=[CH:4][C:5]([CH2:6][N:7]2[C:15]3[C:10](=[CH:11][CH:12]=[CH:13][CH:14]=3)[C:9]3[C:16]([OH:18])=[C:23]([C:24]([O:26][CH3:27])=[O:25])[N:21]([CH3:22])[C:20](=[O:28])[C:8]2=3)=[CH:29][CH:30]=1. (4) Reactant: C([O:3][C:4]([C:6]1[C:7]([CH3:25])=[N:8][N:9]2[C:14]([O:15][CH2:16][C:17]3[C:22]([F:23])=[CH:21][CH:20]=[CH:19][C:18]=3[F:24])=[CH:13][CH:12]=[CH:11][C:10]=12)=[O:5])C.[OH-].[Na+]. Product: [F:24][C:18]1[CH:19]=[CH:20][CH:21]=[C:22]([F:23])[C:17]=1[CH2:16][O:15][C:14]1[N:9]2[N:8]=[C:7]([CH3:25])[C:6]([C:4]([OH:5])=[O:3])=[C:10]2[CH:11]=[CH:12][CH:13]=1. The catalyst class is: 12. (5) Reactant: [C:1]1([NH:7][C:8](=[O:15])[C:9]2[CH:14]=[CH:13][N:12]=[CH:11][CH:10]=2)[CH:6]=[CH:5][CH:4]=[CH:3][CH:2]=1.C1COCC1.[Li]CCCC.[Br:26]CCBr. Product: [C:1]1([NH:7][C:8](=[O:15])[C:9]2[CH:14]=[CH:13][N:12]=[CH:11][C:10]=2[Br:26])[CH:6]=[CH:5][CH:4]=[CH:3][CH:2]=1. The catalyst class is: 5. (6) Reactant: [I:1][C:2]1[CH:3]=[CH:4][C:5]([O:9][C@H:10]2[CH2:14][CH2:13][O:12][CH2:11]2)=[C:6]([NH2:8])[CH:7]=1.Cl[C:16]1[CH:21]=[CH:20][N:19]=[CH:18][CH:17]=1.[OH-].[Na+]. Product: [I:1][C:2]1[CH:3]=[CH:4][C:5]([O:9][C@H:10]2[CH2:14][CH2:13][O:12][CH2:11]2)=[C:6]([NH:8][C:16]2[CH:21]=[CH:20][N:19]=[CH:18][CH:17]=2)[CH:7]=1. The catalyst class is: 709.